This data is from CYP2D6 inhibition data for predicting drug metabolism from PubChem BioAssay. The task is: Regression/Classification. Given a drug SMILES string, predict its absorption, distribution, metabolism, or excretion properties. Task type varies by dataset: regression for continuous measurements (e.g., permeability, clearance, half-life) or binary classification for categorical outcomes (e.g., BBB penetration, CYP inhibition). Dataset: cyp2d6_veith. (1) The compound is C/C(=N\[N+](C)(C)C)c1ccc(C)c(C)c1. The result is 0 (non-inhibitor). (2) The drug is Cc1cccc(C)c1NC(=O)CS(=O)CC(=O)Nc1ccc(F)cc1F. The result is 0 (non-inhibitor). (3) The molecule is COc1ccc(CNc2nc3ccccc3n2Cc2ccccc2)cc1OC. The result is 1 (inhibitor). (4) The compound is C[C@@H]1CCCN(C[C@@H](O)CN2CCCc3ccccc32)C1. The result is 1 (inhibitor). (5) The drug is CCCC[C@H]1C(=O)N(c2ccccc2)N(c2ccc(O)cc2)C1=O. The result is 0 (non-inhibitor). (6) The compound is C[C@@H]1[C@H]2C3=CC[C@@H]4[C@]5(C)C[C@H](O)[C@@H](O)[C@@](C)(CO)[C@@H]5[C@H](O)C[C@]4(C)[C@]3(C)CC[C@@]2(C(=O)O)CC[C@H]1C. The result is 0 (non-inhibitor).